From a dataset of Full USPTO retrosynthesis dataset with 1.9M reactions from patents (1976-2016). Predict the reactants needed to synthesize the given product. (1) Given the product [NH2:7][C:8]1[N:9]=[CH:10][C:11]([CH2:14][N:15]2[C:23]3[C:18](=[CH:19][CH:20]=[CH:21][CH:22]=3)[C:17]3([C:35]4[C:26](=[CH:27][C:28]5[O:33][CH2:32][CH2:31][O:30][C:29]=5[CH:34]=4)[O:25][CH2:24]3)[C:16]2=[O:36])=[CH:12][CH:13]=1, predict the reactants needed to synthesize it. The reactants are: C(OC(=O)[NH:7][C:8]1[CH:13]=[CH:12][C:11]([CH2:14][N:15]2[C:23]3[C:18](=[CH:19][CH:20]=[CH:21][CH:22]=3)[C:17]3([C:35]4[C:26](=[CH:27][C:28]5[O:33][CH2:32][CH2:31][O:30][C:29]=5[CH:34]=4)[O:25][CH2:24]3)[C:16]2=[O:36])=[CH:10][N:9]=1)(C)(C)C.FC(F)(F)C(O)=O. (2) Given the product [N:1]1([C:11]([O:13][C:14]([CH3:17])([CH3:16])[CH3:15])=[O:12])[CH2:6][CH2:5][O:4][C@@H:3]2[CH2:7][N:8]([C:19]([O:21][CH2:22][C:23]3[CH:28]=[CH:27][CH:26]=[CH:25][CH:24]=3)=[O:20])[CH2:9][CH2:10][C@@H:2]12, predict the reactants needed to synthesize it. The reactants are: [N:1]1([C:11]([O:13][C:14]([CH3:17])([CH3:16])[CH3:15])=[O:12])[CH2:6][CH2:5][O:4][C@@H:3]2[CH2:7][NH:8][CH2:9][CH2:10][C@@H:2]12.Cl[C:19]([O:21][CH2:22][C:23]1[CH:28]=[CH:27][CH:26]=[CH:25][CH:24]=1)=[O:20].C(N(CC)CC)C. (3) Given the product [C:1](=[NH:10])([O:19][CH2:17][CH3:18])[C:2]1[CH:9]=[CH:8][CH:7]=[C:4]([C:5](=[NH:6])[O:11][CH2:12][CH3:13])[CH:3]=1, predict the reactants needed to synthesize it. The reactants are: [C:1](#[N:10])[C:2]1[CH:9]=[CH:8][CH:7]=[C:4]([C:5]#[N:6])[CH:3]=1.[O:11]1CCO[CH2:13][CH2:12]1.[CH2:17]([OH:19])[CH3:18]. (4) Given the product [OH:10][C:7]1[CH:8]=[CH:9][C:4]([CH2:3][CH2:2][NH:1][C:24]([C:21]2[NH:22][N:23]=[C:19]([C:13]3[CH:14]=[CH:15][C:16]([Cl:18])=[CH:17][C:12]=3[Cl:11])[CH:20]=2)=[O:25])=[CH:5][CH:6]=1, predict the reactants needed to synthesize it. The reactants are: [NH2:1][CH2:2][CH2:3][C:4]1[CH:9]=[CH:8][C:7]([OH:10])=[CH:6][CH:5]=1.[Cl:11][C:12]1[CH:17]=[C:16]([Cl:18])[CH:15]=[CH:14][C:13]=1[C:19]1[CH:20]=[C:21]([C:24](Cl)=[O:25])[NH:22][N:23]=1. (5) Given the product [N:6]1[C:5]2[CH:7]=[CH:8][CH:9]=[CH:10][C:4]=2[NH:3][C:2]=1[NH:11][CH:12]1[C:20]2[C:15](=[CH:16][C:17]([Br:21])=[CH:18][CH:19]=2)[CH2:14][CH2:13]1, predict the reactants needed to synthesize it. The reactants are: Cl[C:2]1[NH:3][C:4]2[CH:10]=[CH:9][CH:8]=[CH:7][C:5]=2[N:6]=1.[NH2:11][CH:12]1[C:20]2[C:15](=[CH:16][C:17]([Br:21])=[CH:18][CH:19]=2)[CH2:14][CH2:13]1. (6) Given the product [C:10]([O:9][C:7]([N:5]1[CH2:6][C@H:2]([OH:1])[CH2:3][C@H:4]1[C:14]([OH:16])=[O:15])=[O:8])([CH3:13])([CH3:11])[CH3:12], predict the reactants needed to synthesize it. The reactants are: [OH:1][C@H:2]1[CH2:6][N:5]([C:7]([O:9][C:10]([CH3:13])([CH3:12])[CH3:11])=[O:8])[C@H:4]([C:14]([O:16]C)=[O:15])[CH2:3]1.[Li+].[OH-].CO. (7) Given the product [I:22][C:15]1[CH:20]=[C:19]([C:4]2[CH:5]=[CH:6][C:7]([O:8][CH2:9][CH3:10])=[CH:2][CH:3]=2)[N:18]=[CH:17][N:16]=1, predict the reactants needed to synthesize it. The reactants are: F[C:2]1[CH:3]=[C:4](B(O)O)[CH:5]=[CH:6][C:7]=1[O:8][CH2:9][CH3:10].Cl[C:15]1[CH:20]=[C:19](Cl)[N:18]=[CH:17][N:16]=1.[IH:22].